Dataset: Buchwald-Hartwig C-N cross coupling reaction yields with 55,370 reactions. Task: Predict the reaction yield, written as a fraction of the theoretical maximum amount of product (1.0 means a 100% yield; for example, 0.34 means a 34% yield). (1) The reactants are Clc1ccccn1.Cc1ccc(N)cc1.O=S(=O)(O[Pd]1c2ccccc2-c2ccccc2N~1)C(F)(F)F.CC(C)c1cc(C(C)C)c(-c2ccccc2P(C(C)(C)C)C(C)(C)C)c(C(C)C)c1.CN1CCCN2CCCN=C12.COC(=O)c1cc(-c2ccco2)on1. No catalyst specified. The product is Cc1ccc(Nc2ccccn2)cc1. The yield is 0.846. (2) The reactants are CCc1ccc(Br)cc1.Cc1ccc(N)cc1.O=S(=O)(O[Pd]1c2ccccc2-c2ccccc2N~1)C(F)(F)F.CC(C)c1cc(C(C)C)c(-c2ccccc2P(C(C)(C)C)C(C)(C)C)c(C(C)C)c1.CN(C)C(=NC(C)(C)C)N(C)C.Cc1cc(-n2cccc2)no1. No catalyst specified. The product is CCc1ccc(Nc2ccc(C)cc2)cc1. The yield is 0.577. (3) The reactants are FC(F)(F)c1ccc(Br)cc1.Cc1ccc(N)cc1.O=S(=O)(O[Pd]1c2ccccc2-c2ccccc2N~1)C(F)(F)F.COc1ccc(OC)c(P(C(C)(C)C)C(C)(C)C)c1-c1c(C(C)C)cc(C(C)C)cc1C(C)C.CCN=P(N=P(N(C)C)(N(C)C)N(C)C)(N(C)C)N(C)C.c1ccc(-c2ccon2)cc1. No catalyst specified. The product is Cc1ccc(Nc2ccc(C(F)(F)F)cc2)cc1. The yield is 0.324. (4) The reactants are COc1ccc(Br)cc1.Cc1ccc(N)cc1.O=S(=O)(O[Pd]1c2ccccc2-c2ccccc2N~1)C(F)(F)F.CC(C)c1cc(C(C)C)c(-c2ccccc2P(C2CCCCC2)C2CCCCC2)c(C(C)C)c1.CN1CCCN2CCCN=C12.CCOC(=O)c1cc(C)on1. No catalyst specified. The product is COc1ccc(Nc2ccc(C)cc2)cc1. The yield is 0.133. (5) The reactants are Clc1ccccn1.Cc1ccc(N)cc1.O=S(=O)(O[Pd]1c2ccccc2-c2ccccc2N~1)C(F)(F)F.COc1ccc(OC)c(P(C(C)(C)C)C(C)(C)C)c1-c1c(C(C)C)cc(C(C)C)cc1C(C)C.CN1CCCN2CCCN=C12.COC(=O)c1cc(-c2cccs2)on1. No catalyst specified. The product is Cc1ccc(Nc2ccccn2)cc1. The yield is 0.780. (6) The reactants are CCc1ccc(Br)cc1.Cc1ccc(N)cc1.O=S(=O)(O[Pd]1c2ccccc2-c2ccccc2N~1)C(F)(F)F.COc1ccc(OC)c(P([C@]23C[C@H]4C[C@H](C[C@H](C4)C2)C3)[C@]23C[C@H]4C[C@H](C[C@H](C4)C2)C3)c1-c1c(C(C)C)cc(C(C)C)cc1C(C)C.CN1CCCN2CCCN=C12.CCOC(=O)c1cc(OC)no1. No catalyst specified. The product is CCc1ccc(Nc2ccc(C)cc2)cc1. The yield is 0.503. (7) The reactants are Clc1cccnc1.Cc1ccc(N)cc1.O=S(=O)(O[Pd]1c2ccccc2-c2ccccc2N~1)C(F)(F)F.CC(C)c1cc(C(C)C)c(-c2ccccc2P(C2CCCCC2)C2CCCCC2)c(C(C)C)c1.CCN=P(N=P(N(C)C)(N(C)C)N(C)C)(N(C)C)N(C)C.CCOC(=O)c1cc(C)no1. No catalyst specified. The product is Cc1ccc(Nc2cccnc2)cc1. The yield is 0.0396. (8) The reactants are Ic1ccccn1.Cc1ccc(N)cc1.O=S(=O)(O[Pd]1c2ccccc2-c2ccccc2N~1)C(F)(F)F.COc1ccc(OC)c(P([C@]23C[C@H]4C[C@H](C[C@H](C4)C2)C3)[C@]23C[C@H]4C[C@H](C[C@H](C4)C2)C3)c1-c1c(C(C)C)cc(C(C)C)cc1C(C)C.CN(C)C(=NC(C)(C)C)N(C)C.CCOC(=O)c1ccon1. No catalyst specified. The yield is 0.513. The product is Cc1ccc(Nc2ccccn2)cc1.